From a dataset of Forward reaction prediction with 1.9M reactions from USPTO patents (1976-2016). Predict the product of the given reaction. (1) Given the reactants [C:1]1([S:7]([C:10]2[CH:18]=[CH:17][C:13]([C:14]([OH:16])=O)=[CH:12][CH:11]=2)(=[O:9])=[O:8])[CH:6]=[CH:5][CH:4]=[CH:3][CH:2]=1.F[P-](F)(F)(F)(F)F.N1(OC(N(C)C)=[N+](C)C)C2N=CC=CC=2N=N1.C(N(CC)CC)C.[NH2:50][CH2:51][C:52]1[C:53]([OH:60])=[N:54][C:55]([CH3:59])=[CH:56][C:57]=1[CH3:58], predict the reaction product. The product is: [OH:60][C:53]1[C:52]([CH2:51][NH:50][C:14](=[O:16])[C:13]2[CH:12]=[CH:11][C:10]([S:7]([C:1]3[CH:2]=[CH:3][CH:4]=[CH:5][CH:6]=3)(=[O:8])=[O:9])=[CH:18][CH:17]=2)=[C:57]([CH3:58])[CH:56]=[C:55]([CH3:59])[N:54]=1. (2) Given the reactants NC1C=CC(C(NC2CCN(C)C2)=O)=CC=1OC.[CH2:19]([N:21]1[CH2:26][CH2:25][CH:24]([NH:27][C:28](=[O:40])[C:29]2[CH:34]=[CH:33][C:32]([N+:35]([O-])=O)=[C:31]([O:38][CH3:39])[CH:30]=2)[CH2:23][CH2:22]1)[CH3:20], predict the reaction product. The product is: [NH2:35][C:32]1[CH:33]=[CH:34][C:29]([C:28]([NH:27][CH:24]2[CH2:23][CH2:22][N:21]([CH2:19][CH3:20])[CH2:26][CH2:25]2)=[O:40])=[CH:30][C:31]=1[O:38][CH3:39]. (3) Given the reactants CO[C:3]([C:5]1[N:6]=[C:7]([C:25]#[N:26])[C:8]2[C:13]([C:14]=1[OH:15])=[CH:12][CH:11]=[CH:10][C:9]=2[O:16][C:17]1[CH:22]=[CH:21][CH:20]=[C:19]([O:23][CH3:24])[CH:18]=1)=[O:4].[NH2:27][CH2:28][C:29]([OH:31])=[O:30], predict the reaction product. The product is: [C:25]([C:7]1[C:8]2[C:13](=[CH:12][CH:11]=[CH:10][C:9]=2[O:16][C:17]2[CH:22]=[CH:21][CH:20]=[C:19]([O:23][CH3:24])[CH:18]=2)[C:14]([OH:15])=[C:5]([C:3]([NH:27][CH2:28][C:29]([OH:31])=[O:30])=[O:4])[N:6]=1)#[N:26]. (4) Given the reactants C(Cl)(=O)[C:2](Cl)=[O:3].CN(C)C=O.ClCCl.[CH3:15][NH:16][C:17]([C:19]1[NH:20][C:21]2[C:26]([CH:27]=1)=[CH:25][CH:24]=[CH:23][CH:22]=2)=[O:18], predict the reaction product. The product is: [CH:2]([C:27]1[C:26]2[C:21](=[CH:22][CH:23]=[CH:24][CH:25]=2)[NH:20][C:19]=1[C:17]([NH:16][CH3:15])=[O:18])=[O:3]. (5) The product is: [CH:23]1([N:13]2[CH2:12][CH2:11][CH:10]([C:7]3[CH:8]=[CH:9][C:4]([N+:1]([O-:3])=[O:2])=[CH:5][CH:6]=3)[CH2:15][CH2:14]2)[CH2:25][CH2:24]1. Given the reactants [N+:1]([C:4]1[CH:9]=[CH:8][C:7]([CH:10]2[CH2:15][CH2:14][NH:13][CH2:12][CH2:11]2)=[CH:6][CH:5]=1)([O-:3])=[O:2].C([BH3-])#N.[Na+].C(O[C:23]1(O[Si](C)(C)C)[CH2:25][CH2:24]1)C.S([O-])(O)(=O)=O.[K+], predict the reaction product. (6) Given the reactants [C:1]([O:4][CH2:5][C:6]([CH3:36])([CH3:35])[CH2:7][N:8]1[C:14]2[CH:15]=[CH:16][C:17]([Cl:19])=[CH:18][C:13]=2[C@@H:12]([C:20]2[CH:25]=[CH:24][CH:23]=[C:22]([O:26][CH3:27])[C:21]=2[O:28][CH3:29])[O:11][C@H:10]([CH2:30][C:31](O)=[O:32])[C:9]1=[O:34])(=[O:3])[CH3:2].C(N(CC)CC)C.ClC(OCC(C)C)=O.Cl.[NH2:53][C:54]1[CH:55]=[C:56]([CH3:68])[C:57]2[O:61][C:60]([C:62]([O:64][CH2:65][CH3:66])=[O:63])=[CH:59][C:58]=2[CH:67]=1.N1C=CC=CC=1, predict the reaction product. The product is: [C:1]([O:4][CH2:5][C:6]([CH3:36])([CH3:35])[CH2:7][N:8]1[C:14]2[CH:15]=[CH:16][C:17]([Cl:19])=[CH:18][C:13]=2[C@@H:12]([C:20]2[CH:25]=[CH:24][CH:23]=[C:22]([O:26][CH3:27])[C:21]=2[O:28][CH3:29])[O:11][C@H:10]([CH2:30][C:31]([NH:53][C:54]2[CH:55]=[C:56]([CH3:68])[C:57]3[O:61][C:60]([C:62]([O:64][CH2:65][CH3:66])=[O:63])=[CH:59][C:58]=3[CH:67]=2)=[O:32])[C:9]1=[O:34])(=[O:3])[CH3:2]. (7) The product is: [CH3:14][O:15][C:16]1[CH:21]=[CH:20][C:19]([O:22][C:2]2[CH:7]=[CH:6][C:5]([C:8]3[CH:13]=[CH:12][CH:11]=[CH:10][CH:9]=3)=[CH:4][CH:3]=2)=[CH:18][CH:17]=1. Given the reactants Br[C:2]1[CH:7]=[CH:6][C:5]([C:8]2[CH:13]=[CH:12][CH:11]=[CH:10][CH:9]=2)=[CH:4][CH:3]=1.[CH3:14][O:15][C:16]1[CH:21]=[CH:20][C:19]([OH:22])=[CH:18][CH:17]=1.C(=O)([O-])[O-].[Cs+].[Cs+], predict the reaction product. (8) Given the reactants [Cl:1][C:2]1[CH:7]=[CH:6][CH:5]=[CH:4][C:3]=1[CH:8]([CH:11]=[O:12])[CH:9]=O.O=S(Cl)[Cl:15], predict the reaction product. The product is: [Cl:15]/[CH:9]=[C:8](/[C:3]1[CH:4]=[CH:5][CH:6]=[CH:7][C:2]=1[Cl:1])\[CH:11]=[O:12]. (9) Given the reactants F[C:2]1[CH:9]=[CH:8][CH:7]=[CH:6][C:3]=1[CH:4]=[O:5].[CH3:10][C:11]1[N:15]=[CH:14][NH:13][N:12]=1.C([O-])([O-])=O.[K+].[K+], predict the reaction product. The product is: [CH3:10][C:11]1[N:15]=[CH:14][N:13]([C:2]2[CH:9]=[CH:8][CH:7]=[CH:6][C:3]=2[CH:4]=[O:5])[N:12]=1. (10) Given the reactants [NH2:1][C:2]1[C:7]([C:8]([C:10]2[CH:15]=[C:14]([O:16][CH3:17])[CH:13]=[CH:12][C:11]=2[O:18][CH3:19])=[O:9])=[CH:6][N:5]=[C:4](S(CC)=O)[N:3]=1.[NH2:24][CH:25]1[CH2:30][CH2:29][N:28]([C:31](=[O:33])[CH3:32])[CH2:27][CH2:26]1, predict the reaction product. The product is: [NH2:1][C:2]1[C:7]([C:8](=[O:9])[C:10]2[CH:15]=[C:14]([O:16][CH3:17])[CH:13]=[CH:12][C:11]=2[O:18][CH3:19])=[CH:6][N:5]=[C:4]([NH:24][CH:25]2[CH2:30][CH2:29][N:28]([C:31](=[O:33])[CH3:32])[CH2:27][CH2:26]2)[N:3]=1.